This data is from Peptide-MHC class II binding affinity with 134,281 pairs from IEDB. The task is: Regression. Given a peptide amino acid sequence and an MHC pseudo amino acid sequence, predict their binding affinity value. This is MHC class II binding data. (1) The peptide sequence is PKPGTRMVMTTTANW. The MHC is DRB1_0401 with pseudo-sequence DRB1_0401. The binding affinity (normalized) is 0.716. (2) The peptide sequence is GKKEEKKEEKKESGD. The MHC is DRB1_0405 with pseudo-sequence DRB1_0405. The binding affinity (normalized) is 0.0101. (3) The peptide sequence is YRSLQPEEFAVVDLS. The MHC is DRB1_0405 with pseudo-sequence DRB1_0405. The binding affinity (normalized) is 0.292. (4) The peptide sequence is IYEPEDLGNCLNKSD. The MHC is DRB1_0404 with pseudo-sequence DRB1_0404. The binding affinity (normalized) is 0.0668.